From a dataset of Full USPTO retrosynthesis dataset with 1.9M reactions from patents (1976-2016). Predict the reactants needed to synthesize the given product. (1) The reactants are: Cl[C:2]1[C:10]2[N:9]3[CH:11]=[C:12]([CH3:14])[N:13]=[C:8]3[N:7]([CH2:15][C:16]3[CH:21]=[CH:20][C:19]([O:22][CH3:23])=[CH:18][C:17]=3[O:24][CH3:25])[C:6]=2[N:5]=[CH:4][CH:3]=1.[CH3:26][N:27](C=O)C. Given the product [CH3:25][O:24][C:17]1[CH:18]=[C:19]([O:22][CH3:23])[CH:20]=[CH:21][C:16]=1[CH2:15][N:7]1[C:6]2[C:10](=[C:2]([C:26]#[N:27])[CH:3]=[CH:4][N:5]=2)[N:9]2[CH:11]=[C:12]([CH3:14])[N:13]=[C:8]12, predict the reactants needed to synthesize it. (2) Given the product [Cl:1][C:2]1[C:3]([CH3:12])=[C:4]([I:13])[C:5]([OH:11])=[C:6]([C:8](=[O:10])[CH3:9])[CH:7]=1, predict the reactants needed to synthesize it. The reactants are: [Cl:1][C:2]1[C:3]([CH3:12])=[CH:4][C:5]([OH:11])=[C:6]([C:8](=[O:10])[CH3:9])[CH:7]=1.[I:13]N1C(=O)CCC1=O.O. (3) Given the product [C:23]([NH:27][C:20]([C:11]1[CH:10]=[C:9]([C:6]2[CH:5]=[CH:4][C:3]([C:1]#[N:2])=[CH:8][N:7]=2)[N:13]([C:14]2[CH:19]=[CH:18][CH:17]=[CH:16][N:15]=2)[N:12]=1)=[O:22])([CH3:26])([CH3:25])[CH3:24], predict the reactants needed to synthesize it. The reactants are: [C:1]([C:3]1[CH:4]=[CH:5][C:6]([C:9]2[N:13]([C:14]3[CH:19]=[CH:18][CH:17]=[CH:16][N:15]=3)[N:12]=[C:11]([C:20]([OH:22])=O)[CH:10]=2)=[N:7][CH:8]=1)#[N:2].[C:23]([NH2:27])([CH3:26])([CH3:25])[CH3:24].